Task: Binary Classification. Given a T-cell receptor sequence (or CDR3 region) and an epitope sequence, predict whether binding occurs between them.. Dataset: TCR-epitope binding with 47,182 pairs between 192 epitopes and 23,139 TCRs (1) The TCR CDR3 sequence is CASSFSSGPQETQYF. The epitope is KLSYGIATV. Result: 1 (the TCR binds to the epitope). (2) The epitope is PROT_97E67BCC. The TCR CDR3 sequence is CASSSGGYDEQYF. Result: 0 (the TCR does not bind to the epitope). (3) The epitope is LLFNKVTLA. The TCR CDR3 sequence is CASSATGQGNTGELFF. Result: 1 (the TCR binds to the epitope).